From a dataset of Forward reaction prediction with 1.9M reactions from USPTO patents (1976-2016). Predict the product of the given reaction. (1) The product is: [CH3:34][N:33]([C:16]1[CH:17]=[CH:18][C:19]([NH:22][C:23]([NH:25][C:26]2[CH:27]=[CH:28][CH:29]=[CH:30][CH:31]=2)=[O:24])=[CH:20][CH:21]=1)[S:11]([C:9]1[CH:8]=[CH:7][C:6]2[O:1][CH2:2][CH2:3][O:4][C:5]=2[CH:10]=1)(=[O:13])=[O:12]. Given the reactants [O:1]1[C:6]2[CH:7]=[CH:8][C:9]([S:11](Cl)(=[O:13])=[O:12])=[CH:10][C:5]=2[O:4][CH2:3][CH2:2]1.C[C:16]1[CH:21]=[CH:20][C:19]([NH:22][C:23]([NH:25][C:26]2[CH:31]=[CH:30][CH:29]=[CH:28][CH:27]=2)=[O:24])=[C:18](N)[CH:17]=1.[N:33]1C=CC=C[CH:34]=1, predict the reaction product. (2) Given the reactants [Cl:1][C:2]1[CH:3]=[CH:4][C:5]([O:25][CH:26]([F:28])[F:27])=[C:6]([C:8]2[C:12]([NH:13][C:14]([C:16]3[CH:17]=[N:18][N:19]4[CH:24]=[CH:23][CH:22]=[N:21][C:20]=34)=[O:15])=[CH:11][NH:10][N:9]=2)[CH:7]=1.C([O-])([O-])=O.[Cs+].[Cs+].Cl[CH2:36][CH:37]1[CH2:39][O:38]1, predict the reaction product. The product is: [Cl:1][C:2]1[CH:3]=[CH:4][C:5]([O:25][CH:26]([F:28])[F:27])=[C:6]([C:8]2[C:12]([NH:13][C:14]([C:16]3[CH:17]=[N:18][N:19]4[CH:24]=[CH:23][CH:22]=[N:21][C:20]=34)=[O:15])=[CH:11][N:10]([CH2:36][CH:37]3[CH2:39][O:38]3)[N:9]=2)[CH:7]=1. (3) Given the reactants Br[C:2]1[C:10]2[C:5](=[CH:6][C:7]([CH:17]=[O:18])=[CH:8][C:9]=2[O:11][CH2:12][C:13]([F:16])([F:15])[F:14])[N:4]([CH2:19][CH3:20])[CH:3]=1.[CH:21]1(B(O)O)[CH2:23][CH2:22]1, predict the reaction product. The product is: [CH:21]1([C:2]2[C:10]3[C:5](=[CH:6][C:7]([CH:17]=[O:18])=[CH:8][C:9]=3[O:11][CH2:12][C:13]([F:16])([F:15])[F:14])[N:4]([CH2:19][CH3:20])[CH:3]=2)[CH2:23][CH2:22]1. (4) Given the reactants Br[C:2]1[CH:3]=[N:4][C:5]([NH:8][C:9]2[CH:14]=[CH:13][CH:12]=[CH:11][CH:10]=2)=[N:6][CH:7]=1.[CH2:15]([O:22][C:23]1[CH:28]=[CH:27][C:26](B(O)O)=[CH:25][C:24]=1[F:32])[C:16]1[CH:21]=[CH:20][CH:19]=[CH:18][CH:17]=1.[Cl-].[Li+].O, predict the reaction product. The product is: [CH2:15]([O:22][C:23]1[CH:28]=[CH:27][C:26]([C:2]2[CH:3]=[N:4][C:5]([NH:8][C:9]3[CH:14]=[CH:13][CH:12]=[CH:11][CH:10]=3)=[N:6][CH:7]=2)=[CH:25][C:24]=1[F:32])[C:16]1[CH:17]=[CH:18][CH:19]=[CH:20][CH:21]=1. (5) The product is: [O:3]=[C:1]1[C:4]2[C:5](=[CH:8][CH:9]=[CH:10][CH:11]=2)[CH:6]([P:18]([C:12]2[CH:17]=[CH:16][CH:15]=[CH:14][CH:13]=2)(=[O:19])[OH:20])[O:7]1. Given the reactants [C:1]([C:4]1[CH:11]=[CH:10][CH:9]=[CH:8][C:5]=1[CH:6]=[O:7])([OH:3])=O.[C:12]1([PH:18](=[O:20])[OH:19])[CH:17]=[CH:16][CH:15]=[CH:14][CH:13]=1, predict the reaction product. (6) The product is: [CH2:27]([C:24]1[CH:23]=[CH:22][C:21]([S:18]([NH:17][C:6]2([CH2:5][C:4]([O:3][CH2:1][CH3:2])=[O:32])[CH2:9][NH:8][CH2:7]2)(=[O:20])=[O:19])=[CH:26][CH:25]=1)[CH2:28][CH2:29][CH2:30][CH3:31]. Given the reactants [CH2:1]([O:3][C:4](=[O:32])[CH2:5][C:6]1([NH:17][S:18]([C:21]2[CH:26]=[CH:25][C:24]([CH2:27][CH2:28][CH2:29][CH2:30][CH3:31])=[CH:23][CH:22]=2)(=[O:20])=[O:19])[CH2:9][N:8](C(OC(C)(C)C)=O)[CH2:7]1)[CH3:2].C(O)(C(F)(F)F)=O, predict the reaction product. (7) Given the reactants CC(O[C:6]([N:8]1[CH2:12][CH2:11][C@@H:10]([CH2:13][C:14]([NH:16][C:17]2[N:21]([CH3:22])[N:20]=[CH:19][C:18]=2[C:23]([O:25][CH2:26][CH3:27])=[O:24])=[O:15])[CH2:9]1)=[O:7])(C)C.Cl.CCN([CH:35]([CH3:37])[CH3:36])C(C)C.C1(C(Cl)=O)CC1, predict the reaction product. The product is: [CH:35]1([C:6]([N:8]2[CH2:12][CH2:11][C@@H:10]([CH2:13][C:14]([NH:16][C:17]3[N:21]([CH3:22])[N:20]=[CH:19][C:18]=3[C:23]([O:25][CH2:26][CH3:27])=[O:24])=[O:15])[CH2:9]2)=[O:7])[CH2:37][CH2:36]1.